From a dataset of Drug-target binding data from BindingDB using IC50 measurements. Regression. Given a target protein amino acid sequence and a drug SMILES string, predict the binding affinity score between them. We predict pIC50 (pIC50 = -log10(IC50 in M); higher means more potent). Dataset: bindingdb_ic50. (1) The compound is O=CCCC1CCCC1. The target protein sequence is MDVKNRTAVTEFIFLGFPGSSSLQLPLFMIFLIVYLLSLMGNTLIIFLILMDSTLQTPMYIFLGNLSFLEIWYTTATVPKLLATCVTKVVTIPVAGCITQYYFFFSLGATECILLAVMAYDRHVAVCRPLHYSLLMSVHICLRFAAASWIGGFIAPLLPTILVSQLNFCGPQKINHFFCDSDPIFKLSCSDTFLVEALGYTCTSVVILSSFLLTMSSYGNIVVTIIRLSSREARKKTFSTCASHLTVVTMYYGTIIFAYVRPPAKYNFTIGKVVSVFYCVITPLVNPLTYTLRNKDVMKAFQKFLSQKRFLSGKTMHAV. The pIC50 is 4.2. (2) The compound is O=c1cc(OCC2COc3ncccc3O2)cc2n1CCc1cc(-c3ccc4[nH]ncc4c3)ccc1-2. The target protein (Q9NQS5) has sequence MWNSSDANFSCYHESVLGYRYVAVSWGVVVAVTGTVGNVLTLLALAIQPKLRTRFNLLIANLTLADLLYCTLLQPFSVDTYLHLHWRTGATFCRVFGLLLFASNSVSILTLCLIALGRYLLIAHPKLFPQVFSAKGIVLALVSTWVVGVASFAPLWPIYILVPVVCTCSFDRIRGRPYTTILMGIYFVLGLSSVGIFYCLIHRQVKRAAQALDQYKLRQASIHSNHVARTDEAMPGRFQELDSRLASGGPSEGISSEPVSAATTQTLEGDSSEVGDQINSKRAKQMAEKSPPEASAKAQPIKGARRAPDSSSEFGKVTRMCFAVFLCFALSYIPFLLLNILDARVQAPRVVHMLAANLTWLNGCINPVLYAAMNRQFRQAYGSILKRGPRSFHRLH. The pIC50 is 8.0.